Dataset: Catalyst prediction with 721,799 reactions and 888 catalyst types from USPTO. Task: Predict which catalyst facilitates the given reaction. Reactant: Cl[C:2]1[C:3]([N:12]([CH2:15][CH3:16])[CH2:13][CH3:14])=[CH:4][C:5]2[N:6]([C:8]([NH2:11])=[N:9][N:10]=2)[N:7]=1.[O-:17][CH2:18][CH3:19].[Na+]. Product: [CH2:18]([O:17][C:2]1[C:3]([N:12]([CH2:15][CH3:16])[CH2:13][CH3:14])=[CH:4][C:5]2[N:6]([C:8]([NH2:11])=[N:9][N:10]=2)[N:7]=1)[CH3:19]. The catalyst class is: 8.